Dataset: Reaction yield outcomes from USPTO patents with 853,638 reactions. Task: Predict the reaction yield, written as a fraction of the theoretical maximum amount of product (1.0 means a 100% yield; for example, 0.34 means a 34% yield). (1) The reactants are [Br:1][C:2]1[C:3]2[N:10]([CH2:11][CH3:12])[C:9]([C:13]3[C:14]([NH2:18])=[N:15][O:16][N:17]=3)=[N:8][C:4]=2[CH:5]=[N:6][CH:7]=1.[CH3:19][C:20]([O:23][C:24](O[C:24]([O:23][C:20]([CH3:22])([CH3:21])[CH3:19])=[O:25])=[O:25])([CH3:22])[CH3:21]. The catalyst is ClC(Cl)C.N1C=CC=CC=1.CN(C1C=CN=CC=1)C. The yield is 0.950. The product is [C:20]([O:23][C:24](=[O:25])[NH:18][C:14]1[C:13]([C:9]2[N:10]([CH2:11][CH3:12])[C:3]3[C:2]([Br:1])=[CH:7][N:6]=[CH:5][C:4]=3[N:8]=2)=[N:17][O:16][N:15]=1)([CH3:22])([CH3:21])[CH3:19]. (2) The catalyst is C(Cl)Cl.[Au]. The reactants are [CH3:1][C:2]([O:5][C:6]([N:8]1[C@H:12]([C:13]([OH:15])=O)[CH2:11][CH:10]([OH:16])[CH2:9]1)=[O:7])([CH3:4])[CH3:3].CN1CCOCC1.CN(C(ON1N=NC2C=CC=NC1=2)=[N+](C)C)C.F[P-](F)(F)(F)(F)F.Cl.[NH2:49][C@:50]1([C:55]([O:57][CH2:58][CH3:59])=[O:56])[CH2:52][C@H:51]1[CH:53]=[CH2:54]. The product is [C:2]([O:5][C:6]([N:8]1[CH2:9][C@H:10]([OH:16])[CH2:11][C@H:12]1[C:13]([NH:49][C@:50]1([C:55]([O:57][CH2:58][CH3:59])=[O:56])[CH2:52][C@H:51]1[CH:53]=[CH2:54])=[O:15])=[O:7])([CH3:1])([CH3:3])[CH3:4]. The yield is 0.940. (3) The catalyst is C(Cl)Cl. The yield is 0.711. The reactants are [C:1]([O:5][C:6]([N:8]1[CH2:13][CH2:12][N:11]([S:14]([C:17]2[CH:18]=[C:19]([CH:23]=[CH:24][C:25]=2[Cl:26])[C:20](O)=[O:21])(=[O:16])=[O:15])[CH2:10][CH2:9]1)=[O:7])([CH3:4])([CH3:3])[CH3:2].[Cl-].[CH3:28][NH2+:29][CH3:30].Cl.CN(C)CCCN=C=NCC.C1C=CC2N(O)N=NC=2C=1.CCN(CC)CC. The product is [Cl:26][C:25]1[CH:24]=[CH:23][C:19]([C:20]([N:29]([CH3:30])[CH3:28])=[O:21])=[CH:18][C:17]=1[S:14]([N:11]1[CH2:10][CH2:9][N:8]([C:6]([O:5][C:1]([CH3:3])([CH3:4])[CH3:2])=[O:7])[CH2:13][CH2:12]1)(=[O:15])=[O:16]. (4) The reactants are [Cl:1][C:2]1[C:3]([C:12]2[CH:17]=[CH:16][C:15]([F:18])=[CH:14][CH:13]=2)=[CH:4][C:5]([N+:9]([O-])=O)=[C:6]([CH:8]=1)[NH2:7].Cl. The catalyst is C(O)C.[Zn]. The product is [Cl:1][C:2]1[CH:8]=[C:6]([NH2:7])[C:5]([NH2:9])=[CH:4][C:3]=1[C:12]1[CH:13]=[CH:14][C:15]([F:18])=[CH:16][CH:17]=1. The yield is 0.700. (5) The reactants are O=[C:2]([C:18]1[CH:23]=[CH:22][N:21]=[CH:20][CH:19]=1)[CH2:3][C:4]1[CH:9]=[CH:8][N:7]=[C:6]([NH:10][C:11](=[O:17])[O:12][C:13]([CH3:16])([CH3:15])[CH3:14])[CH:5]=1.BrN1C(=O)CCC1=O.[C:32]([NH2:40])(=[NH:39])[C:33]1[CH:38]=[CH:37][CH:36]=[CH:35][CH:34]=1. The catalyst is CS(C)=O.C(OCC)(=O)C. The product is [C:33]1([C:32]2[NH:39][C:3]([C:4]3[CH:9]=[CH:8][N:7]=[C:6]([NH:10][C:11](=[O:17])[O:12][C:13]([CH3:16])([CH3:15])[CH3:14])[CH:5]=3)=[C:2]([C:18]3[CH:23]=[CH:22][N:21]=[CH:20][CH:19]=3)[N:40]=2)[CH:38]=[CH:37][CH:36]=[CH:35][CH:34]=1. The yield is 0.0300. (6) The reactants are [C:1]([C:5]1[N:10]=[C:9]([NH2:11])[CH:8]=[CH:7][N:6]=1)([CH3:4])([CH3:3])[CH3:2].Cl[C:13]1[CH:18]=[C:17]([Cl:19])[N:16]=[N:15][C:14]=1[C:20]([O:22][CH2:23][CH3:24])=[O:21]. The catalyst is C(#N)C. The product is [C:1]([C:5]1[N:10]=[C:9]([NH:11][C:13]2[CH:18]=[C:17]([Cl:19])[N:16]=[N:15][C:14]=2[C:20]([O:22][CH2:23][CH3:24])=[O:21])[CH:8]=[CH:7][N:6]=1)([CH3:4])([CH3:2])[CH3:3]. The yield is 0.0400. (7) The reactants are [OH:1][C:2]1[CH:16]=[C:15]([O:17][CH3:18])[C:14]([O:19][CH3:20])=[CH:13][C:3]=1[C:4]([O:6]C1C=CC=CC=1)=O.[NH2:21][C:22]1[S:23][CH:24]=[C:25]([C:27]([O:29][CH3:30])=[O:28])[N:26]=1.CO. The catalyst is C1(C)C(C)=CC=CC=1. The product is [CH3:30][O:29][C:27]([C:25]1[N:26]=[C:22]([NH:21][C:4](=[O:6])[C:3]2[CH:13]=[C:14]([O:19][CH3:20])[C:15]([O:17][CH3:18])=[CH:16][C:2]=2[OH:1])[S:23][CH:24]=1)=[O:28]. The yield is 0.550.